Dataset: Catalyst prediction with 721,799 reactions and 888 catalyst types from USPTO. Task: Predict which catalyst facilitates the given reaction. Reactant: [Cl:1][C:2]1[CH:3]=[C:4]([CH:21]=[CH:22][CH:23]=1)[CH2:5][NH:6][C:7]1[N:20]=[C:10]2[C:11]([O:18][CH3:19])=[CH:12][C:13]([C:15]([OH:17])=O)=[CH:14][N:9]2[N:8]=1.[CH3:24][CH:25]1[CH2:30][NH:29][CH:28]([C:31]([OH:34])([CH3:33])[CH3:32])[CH2:27][O:26]1.C(N(CC)C(C)C)(C)C.CN(C(ON1N=NC2C=CC=NC1=2)=[N+](C)C)C.F[P-](F)(F)(F)(F)F. Product: [Cl:1][C:2]1[CH:3]=[C:4]([CH:21]=[CH:22][CH:23]=1)[CH2:5][NH:6][C:7]1[N:20]=[C:10]2[C:11]([O:18][CH3:19])=[CH:12][C:13]([C:15]([N:29]3[CH:28]([C:31]([OH:34])([CH3:32])[CH3:33])[CH2:27][O:26][CH:25]([CH3:24])[CH2:30]3)=[O:17])=[CH:14][N:9]2[N:8]=1. The catalyst class is: 9.